From a dataset of Reaction yield outcomes from USPTO patents with 853,638 reactions. Predict the reaction yield, written as a fraction of the theoretical maximum amount of product (1.0 means a 100% yield; for example, 0.34 means a 34% yield). (1) The reactants are [CH:1]1([N:7]2[C:11]3[CH:12]=[CH:13][C:14]([C:16]([OH:18])=[O:17])=[CH:15][C:10]=3[N:9]=[C:8]2[C:19]2[CH:20]=[C:21]3[C:26](=[CH:27][CH:28]=2)[N:25]=[C:24]([C:29]2[CH:34]=[CH:33][CH:32]=[CH:31][CH:30]=2)[CH:23]=N3)[CH2:6][CH2:5][CH2:4][CH2:3][CH2:2]1.[CH3:35]O. The catalyst is [Pt]=O. The product is [CH:1]1([N:7]2[C:11]3[CH:12]=[CH:13][C:14]([C:16]([OH:18])=[O:17])=[CH:15][C:10]=3[N:9]=[C:8]2[C:19]2[CH:20]=[C:21]3[C:26](=[CH:27][CH:28]=2)[NH:25][CH:24]([C:29]2[CH:34]=[CH:33][CH:32]=[CH:31][CH:30]=2)[CH2:23][CH2:35]3)[CH2:2][CH2:3][CH2:4][CH2:5][CH2:6]1. The yield is 0.370. (2) The reactants are [O:1]1[CH2:6][CH2:5][N:4]([C:7]2[CH:8]=[N:9][C:10]3[C:15]([CH:16]=2)=[CH:14][C:13]([S:17][C:18]2[N:22]4[CH:23]=[C:24]([C:27](=O)[CH3:28])[CH:25]=[CH:26][C:21]4=[N:20][N:19]=2)=[CH:12][CH:11]=3)[CH2:3][CH2:2]1.Cl.[NH2:31][OH:32].Cl. The catalyst is CCO. The product is [O:1]1[CH2:2][CH2:3][N:4]([C:7]2[CH:8]=[N:9][C:10]3[C:15]([CH:16]=2)=[CH:14][C:13]([S:17][C:18]2[N:22]4[CH:23]=[C:24](/[C:27](=[N:31]/[OH:32])/[CH3:28])[CH:25]=[CH:26][C:21]4=[N:20][N:19]=2)=[CH:12][CH:11]=3)[CH2:5][CH2:6]1. The yield is 0.601. (3) No catalyst specified. The reactants are Cl[C:2]1[CH:7]=[C:6](Cl)[N:5]=[C:4]([CH3:9])[N:3]=1.[NH2:10][C:11]1[CH:12]=[C:13]([OH:21])[CH:14]=[C:15]([C:17]([F:20])([F:19])[F:18])[CH:16]=1. The product is [CH3:9][C:4]1[N:5]=[C:6]([NH:10][C:11]2[CH:16]=[C:15]([C:17]([F:18])([F:19])[F:20])[CH:14]=[C:13]([OH:21])[CH:12]=2)[CH:7]=[C:2]([NH:10][C:11]2[CH:16]=[C:15]([C:17]([F:18])([F:19])[F:20])[CH:14]=[C:13]([OH:21])[CH:12]=2)[N:3]=1. The yield is 0.430. (4) The reactants are [CH:1](=O)[C:2]1[CH:7]=[CH:6][CH:5]=[CH:4][CH:3]=1.[NH2:9][CH2:10][CH2:11][CH2:12][CH2:13][CH2:14][CH2:15][NH2:16].C1(C)C=CC(S(O)(=O)=O)=CC=1.[BH4-].[Na+]. The catalyst is C1COCC1.C(O)C. The product is [CH2:1]([NH:9][CH2:10][CH2:11][CH2:12][CH2:13][CH2:14][CH2:15][NH2:16])[C:2]1[CH:7]=[CH:6][CH:5]=[CH:4][CH:3]=1. The yield is 0.780. (5) The reactants are [NH2:1][C:2]1[C:11]2[C:6](=[CH:7][CH:8]=[CH:9][CH:10]=2)[CH:5]=[CH:4][C:3]=1[C:12]([OH:21])([C:17]([F:20])([F:19])[F:18])[C:13]([F:16])([F:15])[F:14].[O:22]1[C:26]([C:27](Cl)=[O:28])=[CH:25][CH:24]=[N:23]1. No catalyst specified. The product is [F:20][C:17]([F:18])([F:19])[C:12]([C:3]1[CH:4]=[CH:5][C:6]2[C:11](=[CH:10][CH:9]=[CH:8][CH:7]=2)[C:2]=1[NH:1][C:27]([C:26]1[O:22][N:23]=[CH:24][CH:25]=1)=[O:28])([OH:21])[C:13]([F:14])([F:15])[F:16]. The yield is 0.480. (6) The reactants are Cl.[NH2:2][OH:3].C([O-])(O)=O.[Na+].[F:9][C:10]1[CH:15]=[CH:14][C:13]([CH:16]([C:37]2[CH:42]=[CH:41][C:40]([F:43])=[CH:39][CH:38]=2)[N:17]2[CH2:22][CH2:21][N:20]([S:23]([C:26]3[CH:31]=[CH:30][C:29](/[CH:32]=[CH:33]/[C:34](Cl)=[O:35])=[CH:28][CH:27]=3)(=[O:25])=[O:24])[CH2:19][CH2:18]2)=[CH:12][CH:11]=1. The catalyst is O1CCCC1.O. The product is [F:9][C:10]1[CH:15]=[CH:14][C:13]([CH:16]([C:37]2[CH:42]=[CH:41][C:40]([F:43])=[CH:39][CH:38]=2)[N:17]2[CH2:22][CH2:21][N:20]([S:23]([C:26]3[CH:31]=[CH:30][C:29](/[CH:32]=[CH:33]/[C:34]([NH:2][OH:3])=[O:35])=[CH:28][CH:27]=3)(=[O:25])=[O:24])[CH2:19][CH2:18]2)=[CH:12][CH:11]=1. The yield is 0.340. (7) The reactants are [N+:1]([C:4]1[N:9]=[CH:8][C:7]([N:10]2[CH2:15][CH2:14][N:13]([C:16]([O:18][C:19]([CH3:22])([CH3:21])[CH3:20])=[O:17])[CH2:12][C:11]2=[O:23])=[CH:6][CH:5]=1)([O-])=O. The catalyst is C(O)C. The product is [NH2:1][C:4]1[N:9]=[CH:8][C:7]([N:10]2[CH2:15][CH2:14][N:13]([C:16]([O:18][C:19]([CH3:21])([CH3:20])[CH3:22])=[O:17])[CH2:12][C:11]2=[O:23])=[CH:6][CH:5]=1. The yield is 0.950. (8) The product is [F:13][C:11]1[CH:10]=[CH:9][C:6]2[N:7]([CH3:8])[C:3]([CH2:2][CH2:18][C:17]#[C:16][Si:15]([CH3:20])([CH3:19])[CH3:14])=[N:4][C:5]=2[CH:12]=1. No catalyst specified. The reactants are Cl[CH2:2][C:3]1[N:7]([CH3:8])[C:6]2[CH:9]=[CH:10][C:11]([F:13])=[CH:12][C:5]=2[N:4]=1.[CH3:14][Si:15]([CH3:20])([CH3:19])[C:16]#[C:17][CH3:18]. The yield is 1.00. (9) The yield is 0.971. The catalyst is CO. The reactants are [CH3:1][S:2]([OH:5])(=[O:4])=[O:3].[OH:6][C:7]1[CH:8]=[C:9]([C:13]2[N:14]=[C:15]3[C:20](=[N:21][C:22]=2[C:23]2[CH:28]=[CH:27][CH:26]=[C:25]([OH:29])[CH:24]=2)[N:19]=[CH:18][N:17]=[C:16]3[NH2:30])[CH:10]=[CH:11][CH:12]=1.C(OCC)C. The product is [CH3:1][S:2]([OH:5])(=[O:4])=[O:3].[OH:6][C:7]1[CH:8]=[C:9]([C:13]2[N:14]=[C:15]3[C:20](=[N:21][C:22]=2[C:23]2[CH:28]=[CH:27][CH:26]=[C:25]([OH:29])[CH:24]=2)[N:19]=[CH:18][N:17]=[C:16]3[NH2:30])[CH:10]=[CH:11][CH:12]=1.